This data is from Forward reaction prediction with 1.9M reactions from USPTO patents (1976-2016). The task is: Predict the product of the given reaction. Given the reactants Cl[CH2:2][C:3]1[N:7]([CH3:8])[N:6]=[CH:5][C:4]=1[N+:9]([O-:11])=[O:10].[Li+].[Br-:13], predict the reaction product. The product is: [Br:13][CH2:2][C:3]1[N:7]([CH3:8])[N:6]=[CH:5][C:4]=1[N+:9]([O-:11])=[O:10].